From a dataset of Full USPTO retrosynthesis dataset with 1.9M reactions from patents (1976-2016). Predict the reactants needed to synthesize the given product. (1) Given the product [F:32][C:20]1[CH:19]=[C:18]2[C:23](=[C:22]([F:24])[C:21]=1[N:25]1[CH2:26][CH2:27][N:28]([CH3:31])[CH2:29][CH2:30]1)[N:14]([C@@H:12]([CH3:13])[CH2:11][OH:10])[CH:15]=[C:16]([C:34]([O:36][CH2:37][CH3:38])=[O:35])[C:17]2=[O:33], predict the reactants needed to synthesize it. The reactants are: C(=O)([O-])[O-].[K+].[K+].C([O:10][CH2:11][C@@H:12]([N:14]1[C:23]2[C:18](=[CH:19][C:20]([F:32])=[C:21]([N:25]3[CH2:30][CH2:29][N:28]([CH3:31])[CH2:27][CH2:26]3)[C:22]=2[F:24])[C:17](=[O:33])[C:16]([C:34]([O:36][CH2:37][CH3:38])=[O:35])=[CH:15]1)[CH3:13])(=O)C.C(O)(=O)C. (2) Given the product [CH3:9][C@@H:8]1[CH2:7][CH2:6][CH2:5][N:4]([C:10]([C:12]2[CH:17]=[C:16]([CH3:18])[CH:15]=[CH:14][C:13]=2[C:19]2[N:20]=[CH:21][CH:22]=[CH:23][N:24]=2)=[O:11])[C@@H:3]1[CH2:2][NH:1][C:26]1[N:27]=[N:28][C:29]([C:32]([F:35])([F:34])[F:33])=[CH:30][CH:31]=1, predict the reactants needed to synthesize it. The reactants are: [NH2:1][CH2:2][C@@H:3]1[C@H:8]([CH3:9])[CH2:7][CH2:6][CH2:5][N:4]1[C:10]([C:12]1[CH:17]=[C:16]([CH3:18])[CH:15]=[CH:14][C:13]=1[C:19]1[N:24]=[CH:23][CH:22]=[CH:21][N:20]=1)=[O:11].Cl[C:26]1[N:27]=[N:28][C:29]([C:32]([F:35])([F:34])[F:33])=[CH:30][CH:31]=1. (3) Given the product [CH:16]1([N:7]2[CH:8]=[C:4]([N+:1]([O-:3])=[O:2])[CH:5]=[C:6]2[C:9]([O:11][CH2:12][CH3:13])=[O:10])[CH2:20][CH2:19][CH2:18][CH2:17]1, predict the reactants needed to synthesize it. The reactants are: [N+:1]([C:4]1[CH:5]=[C:6]([C:9]([O:11][CH2:12][CH3:13])=[O:10])[NH:7][CH:8]=1)([O-:3])=[O:2].[K].Br[CH:16]1[CH2:20][CH2:19][CH2:18][CH2:17]1.COCCOC. (4) Given the product [CH3:13][O:12][CH:11]([O:14][CH3:15])[C:9]1[CH:8]=[CH:7][N:6]2[C:2]([C:28]3[CH:27]=[C:26]([C:30]4[C:31]([C:36]#[N:37])=[CH:32][CH:33]=[CH:34][CH:35]=4)[CH:25]=[CH:24][CH:29]=3)=[CH:3][N:4]=[C:5]2[N:10]=1, predict the reactants needed to synthesize it. The reactants are: Br[C:2]1[N:6]2[CH:7]=[CH:8][C:9]([CH:11]([O:14][CH3:15])[O:12][CH3:13])=[N:10][C:5]2=[N:4][CH:3]=1.CC1(C)C(C)(C)OB([C:24]2[CH:25]=[C:26]([C:30]3[C:31]([C:36]#[N:37])=[CH:32][CH:33]=[CH:34][CH:35]=3)[CH:27]=[CH:28][CH:29]=2)O1. (5) Given the product [C:5]1([CH2:11][CH2:12][CH2:13][CH2:14][C:15]2[O:19][C:18]([C:20]([Cl:3])=[O:22])=[CH:17][CH:16]=2)[CH:10]=[CH:9][CH:8]=[CH:7][CH:6]=1, predict the reactants needed to synthesize it. The reactants are: O=S(Cl)[Cl:3].[C:5]1([CH2:11][CH2:12][CH2:13][CH2:14][C:15]2[O:19][C:18]([C:20]([OH:22])=O)=[CH:17][CH:16]=2)[CH:10]=[CH:9][CH:8]=[CH:7][CH:6]=1. (6) The reactants are: [C:1]([C:5]1[CH:9]=[C:8]([NH:10][C:11]([NH:13][C@@H:14]2[C:23]3[C:18](=[CH:19][CH:20]=[CH:21][CH:22]=3)[C@H:17]([O:24][C:25]3[CH:26]=[CH:27][C:28]4[N:29]([C:31]([N:34]5[CH2:39][CH2:38][CH2:37][CH2:36][C@@H:35]5[CH3:40])=[N:32][N:33]=4)[CH:30]=3)[CH2:16][CH2:15]2)=[O:12])[N:7]([C:41]2[CH:42]=[C:43]([CH:50]=[CH:51][CH:52]=2)[CH2:44][O:45]S(C)(=O)=O)[N:6]=1)([CH3:4])([CH3:3])[CH3:2].[CH3:53][N:54]1[CH2:59][C@@H:58]2[CH2:60][C@H:55]1[CH2:56][NH:57]2.C1C[O:64]CC1. Given the product [CH:44]([OH:45])=[O:64].[C:1]([C:5]1[CH:9]=[C:8]([NH:10][C:11]([NH:13][C@@H:14]2[C:23]3[C:18](=[CH:19][CH:20]=[CH:21][CH:22]=3)[C@H:17]([O:24][C:25]3[CH:26]=[CH:27][C:28]4[N:29]([C:31]([N:34]5[CH2:39][CH2:38][CH2:37][CH2:36][C@@H:35]5[CH3:40])=[N:32][N:33]=4)[CH:30]=3)[CH2:16][CH2:15]2)=[O:12])[N:7]([C:41]2[CH:52]=[CH:51][CH:50]=[C:43]([CH2:44][N:57]3[CH2:56][C@@H:55]4[CH2:60][C@H:58]3[CH2:59][N:54]4[CH3:53])[CH:42]=2)[N:6]=1)([CH3:3])([CH3:2])[CH3:4], predict the reactants needed to synthesize it. (7) The reactants are: Br[C:2]1[CH:3]=[CH:4][C:5]([OH:10])=[C:6]([CH:9]=1)[CH:7]=[O:8].[S:11]1[CH:15]=[CH:14][CH:13]=[C:12]1B(O)O.[F-].[K+]. Given the product [OH:10][C:5]1[CH:4]=[CH:3][C:2]([C:12]2[S:11][CH:15]=[CH:14][CH:13]=2)=[CH:9][C:6]=1[CH:7]=[O:8], predict the reactants needed to synthesize it. (8) Given the product [F:1][C:2]1[CH:9]=[CH:8][C:7](/[CH:10]=[CH:19]/[N+:20]([O-:22])=[O:21])=[CH:6][C:3]=1[C:4]#[N:5], predict the reactants needed to synthesize it. The reactants are: [F:1][C:2]1[CH:9]=[CH:8][C:7]([CH:10]=O)=[CH:6][C:3]=1[C:4]#[N:5].CC(OC(C)=O)=O.[CH3:19][N+:20]([O-:22])=[O:21].CC#N. (9) Given the product [Cl:14][C:13]1[C:3]2[CH2:2][N:32]([CH:30]([C:19]3[CH:20]=[N:21][C:22]([CH2:23][O:24][CH2:25][C:26]([F:28])([F:29])[F:27])=[C:17]([Cl:16])[CH:18]=3)[CH3:31])[C:5](=[O:7])[C:4]=2[CH:10]=[CH:11][N:12]=1, predict the reactants needed to synthesize it. The reactants are: Br[CH2:2][C:3]1[C:13]([Cl:14])=[N:12][CH:11]=[CH:10][C:4]=1[C:5]([O:7]CC)=O.Cl.[Cl:16][C:17]1[CH:18]=[C:19]([CH:30]([NH2:32])[CH3:31])[CH:20]=[N:21][C:22]=1[CH2:23][O:24][CH2:25][C:26]([F:29])([F:28])[F:27].